From a dataset of Forward reaction prediction with 1.9M reactions from USPTO patents (1976-2016). Predict the product of the given reaction. (1) Given the reactants [CH3:1][CH:2]([CH2:6][C:7]1[CH:12]=[CH:11][CH:10]=[CH:9][CH:8]=1)[C:3](O)=[O:4].[H-].[H-].[H-].[H-].[Li+].[Al+3], predict the reaction product. The product is: [CH3:1][CH:2]([CH2:6][C:7]1[CH:12]=[CH:11][CH:10]=[CH:9][CH:8]=1)[CH2:3][OH:4]. (2) Given the reactants [CH:1]1([CH:7]=O)[CH2:6][CH2:5][CH2:4][CH2:3][CH2:2]1.[NH:9]([C:11](=[S:13])[NH2:12])[NH2:10].[BH4-].[Na+], predict the reaction product. The product is: [CH:1]1([CH2:7][NH:10][NH:9][C:11](=[S:13])[NH2:12])[CH2:6][CH2:5][CH2:4][CH2:3][CH2:2]1. (3) Given the reactants [N:1]1([CH2:6][CH2:7][O:8][C:9]2[CH:10]=[CH:11][C:12]3[O:16][C:15]([C:17]([OH:19])=O)=[CH:14][C:13]=3[CH:20]=2)[CH2:5][CH2:4][CH2:3][CH2:2]1.Cl.[CH3:22][O:23][C:24](=[O:35])[C:25]1[CH:30]=[CH:29][C:28]([O:31][CH2:32][CH2:33][NH2:34])=[CH:27][CH:26]=1.C(N(C(C)C)CC)(C)C.F[P-](F)(F)(F)(F)F.N1(OC(N(C)C)=[N+](C)C)C2N=CC=CC=2N=N1, predict the reaction product. The product is: [CH3:22][O:23][C:24](=[O:35])[C:25]1[CH:26]=[CH:27][C:28]([O:31][CH2:32][CH2:33][NH:34][C:17]([C:15]2[O:16][C:12]3[CH:11]=[CH:10][C:9]([O:8][CH2:7][CH2:6][N:1]4[CH2:2][CH2:3][CH2:4][CH2:5]4)=[CH:20][C:13]=3[CH:14]=2)=[O:19])=[CH:29][CH:30]=1. (4) Given the reactants [Br:1][C:2]1[CH:3]=[CH:4][C:5]([O:10][CH2:11][C:12]2[CH:17]=[CH:16][CH:15]=[CH:14][CH:13]=2)=[C:6]([CH:9]=1)[CH:7]=[O:8].[CH:18]([C:20]([CH2:22][CH3:23])=[O:21])=[CH2:19].C(N(CC)CC)C, predict the reaction product. The product is: [Br:1][C:2]1[CH:3]=[CH:4][C:5]([O:10][CH2:11][C:12]2[CH:13]=[CH:14][CH:15]=[CH:16][CH:17]=2)=[C:6]([C:7](=[O:8])[CH2:19][CH2:18][C:20](=[O:21])[CH2:22][CH3:23])[CH:9]=1. (5) Given the reactants [OH:1][N:2]=[C:3]([NH2:7])[CH:4]([OH:6])[CH3:5].[Cl:8][C:9]1[CH:10]=[C:11]([CH:15]=[CH:16][CH:17]=1)[C:12](Cl)=O.CCOCC.C([O-])(=O)C.[Na+], predict the reaction product. The product is: [Cl:8][C:9]1[CH:10]=[C:11]([C:12]2[O:1][N:2]=[C:3]([CH:4]([OH:6])[CH3:5])[N:7]=2)[CH:15]=[CH:16][CH:17]=1. (6) Given the reactants [CH2:1]([O:8][C:9]([N:11]1[CH2:15][C:14]([C:16]2[CH:21]=[CH:20][CH:19]=[CH:18][CH:17]=2)=[CH:13][C@H:12]1[C:22](O)=[O:23])=[O:10])[C:2]1[CH:7]=[CH:6][CH:5]=[CH:4][CH:3]=1.[BH4-].[Li+], predict the reaction product. The product is: [CH2:1]([O:8][C:9]([N:11]1[CH2:15][C:14]([C:16]2[CH:21]=[CH:20][CH:19]=[CH:18][CH:17]=2)=[CH:13][C@H:12]1[CH2:22][OH:23])=[O:10])[C:2]1[CH:7]=[CH:6][CH:5]=[CH:4][CH:3]=1.